From a dataset of Reaction yield outcomes from USPTO patents with 853,638 reactions. Predict the reaction yield, written as a fraction of the theoretical maximum amount of product (1.0 means a 100% yield; for example, 0.34 means a 34% yield). (1) The reactants are [H-].[Na+].[Br:3][C:4]1[CH:9]=[CH:8][CH:7]=[CH:6][C:5]=1S.Br[CH2:12][CH3:13].O[O:15][S:16]([O-:18])=O.[K+]. The catalyst is CN(C=O)C.O. The product is [Br:3][C:4]1[CH:9]=[CH:8][CH:7]=[CH:6][C:5]=1[S:16]([CH2:12][CH3:13])(=[O:18])=[O:15]. The yield is 0.750. (2) The reactants are [Cl:1][C:2]1[CH:7]=[CH:6][CH:5]=[CH:4][C:3]=1[CH:8]([OH:12])[C:9](O)=O.[C:13]1([NH:19][C:20](=[S:23])[NH:21][NH2:22])[CH:18]=[CH:17][CH:16]=[CH:15][CH:14]=1. No catalyst specified. The product is [Cl:1][C:2]1[CH:7]=[CH:6][CH:5]=[CH:4][C:3]=1[CH:8]([OH:12])[C:9]1[N:19]([C:13]2[CH:14]=[CH:15][CH:16]=[CH:17][CH:18]=2)[C:20](=[S:23])[NH:21][N:22]=1. The yield is 0.780.